This data is from CYP2C9 inhibition data for predicting drug metabolism from PubChem BioAssay. The task is: Regression/Classification. Given a drug SMILES string, predict its absorption, distribution, metabolism, or excretion properties. Task type varies by dataset: regression for continuous measurements (e.g., permeability, clearance, half-life) or binary classification for categorical outcomes (e.g., BBB penetration, CYP inhibition). Dataset: cyp2c9_veith. (1) The molecule is c1ccc2sc(SCSc3nc4ccccc4s3)nc2c1. The result is 0 (non-inhibitor). (2) The compound is C=CCc1ccc([N+](C)(C)CCC(=O)CC[N+](C)(C)c2ccc(CC=C)cc2)cc1. The result is 0 (non-inhibitor). (3) The drug is Cc1onc(-c2ccccc2Cl)c1C(=O)N[C@H]1C(=O)N2[C@H]1SC(C)(C)[C@H]2C(=O)[O-].[Na+]. The result is 0 (non-inhibitor). (4) The drug is CCc1nnc(NC(=O)CSc2ncnc3c2cnn3-c2ccc(OC)cc2)s1. The result is 0 (non-inhibitor). (5) The drug is COc1ccc(COC(=O)N/N=C2/C[C@@H](O)[C@@H](O)[C@H]3[C@@H]2CC[C@@H]2C(=O)N(c4cccc(Oc5ccccc5)c4)C(=O)[C@H]23)cc1. The result is 0 (non-inhibitor). (6) The drug is O=C(NC(=S)NNC(=O)c1cccs1)c1ccco1. The result is 1 (inhibitor).